From a dataset of Forward reaction prediction with 1.9M reactions from USPTO patents (1976-2016). Predict the product of the given reaction. (1) The product is: [Cl:60][C:58]1[CH:57]=[C:56]([F:61])[C:55]([C:62]2[N:66]=[C:65]([CH3:67])[O:64][N:63]=2)=[C:54]([C:2]2[CH:3]=[N:4][C:5]3[CH:6]([NH:11][C:12]([C:14]4([NH:17][C:18](=[O:23])[C:19]([F:22])([F:21])[F:20])[CH2:16][CH2:15]4)=[O:13])[CH2:7][CH2:8][C:9]=3[CH:10]=2)[CH:59]=1. Given the reactants Br[C:2]1[CH:3]=[N:4][C:5]2[CH:6]([NH:11][C:12]([C:14]3([NH:17][C:18](=[O:23])[C:19]([F:22])([F:21])[F:20])[CH2:16][CH2:15]3)=[O:13])[CH2:7][CH2:8][C:9]=2[CH:10]=1.C([O-])(=O)C.[K+].CC1(C)C(C)(C)OB(B2OC(C)(C)C(C)(C)O2)O1.C(=O)([O-])[O-].[K+].[K+].Br[C:54]1[CH:59]=[C:58]([Cl:60])[CH:57]=[C:56]([F:61])[C:55]=1[C:62]1[N:66]=[C:65]([CH3:67])[O:64][N:63]=1, predict the reaction product. (2) The product is: [CH3:9][O:8][C:5]1[CH:6]=[CH:7][C:2]([C:15]2[CH:14]=[CH:13][CH:12]=[C:11]([OH:10])[CH:16]=2)=[CH:3][CH:4]=1. Given the reactants Br[C:2]1[CH:7]=[CH:6][C:5]([O:8][CH3:9])=[CH:4][CH:3]=1.[OH:10][C:11]1[CH:12]=[C:13](B(O)O)[CH:14]=[CH:15][CH:16]=1.C(=O)([O-])[O-].[K+].[K+].CC(C)=O, predict the reaction product. (3) Given the reactants [OH:1][C:2]1[C:11]2[C:6](=[CH:7][CH:8]=[CH:9][CH:10]=2)[N:5]([N:12]2[C:20](=[O:21])[C:19]3[C:14](=[CH:15][CH:16]=[CH:17][CH:18]=3)[C:13]2=[O:22])[C:4](=[O:23])[CH:3]=1.S(OC)(O[C:28](SC)([S:31][CH3:32])[S:29][CH3:30])(=O)=O, predict the reaction product. The product is: [CH3:30][S:29][C:28]([S:31][CH3:32])=[C:3]1[C:2](=[O:1])[C:11]2[C:6](=[CH:7][CH:8]=[CH:9][CH:10]=2)[N:5]([N:12]2[C:13](=[O:22])[C:14]3[C:19](=[CH:18][CH:17]=[CH:16][CH:15]=3)[C:20]2=[O:21])[C:4]1=[O:23].